Dataset: Full USPTO retrosynthesis dataset with 1.9M reactions from patents (1976-2016). Task: Predict the reactants needed to synthesize the given product. (1) Given the product [F:1][C:2]1[C:7]([F:8])=[CH:6][N:5]=[C:4]([NH2:9])[CH:3]=1, predict the reactants needed to synthesize it. The reactants are: [F:1][C:2]1[C:7]([F:8])=[CH:6][N:5]=[C:4]([NH:9]C(=O)C(C)(C)C)[CH:3]=1.[OH-].[Na+]. (2) Given the product [Cl:1][C:2]1[C:7]([O:8][CH3:9])=[CH:6][C:5]([O:10][S:23]([C:22]([F:35])([F:34])[F:21])(=[O:25])=[O:24])=[C:4]([N+:11]([O-:13])=[O:12])[CH:3]=1, predict the reactants needed to synthesize it. The reactants are: [Cl:1][C:2]1[C:7]([O:8][CH3:9])=[CH:6][C:5]([OH:10])=[C:4]([N+:11]([O-:13])=[O:12])[CH:3]=1.C(N(CC)CC)C.[F:21][C:22]([F:35])([F:34])[S:23](O[S:23]([C:22]([F:35])([F:34])[F:21])(=[O:25])=[O:24])(=[O:25])=[O:24]. (3) Given the product [C:28]([N:31]1[CH2:35][CH2:34][N:33]([C:24]2[CH:25]=[CH:26][C:21]([C:19]([N:16]3[CH2:15][CH2:14][N:13]([C:5]4[C:4]([CH:1]5[CH2:3][CH2:2]5)=[CH:9][C:8]([CH:10]5[CH2:11][CH2:12]5)=[CH:7][N:6]=4)[CH2:18][CH2:17]3)=[O:20])=[CH:22][CH:23]=2)[C:32]1=[O:36])(=[O:30])[CH3:29], predict the reactants needed to synthesize it. The reactants are: [CH:1]1([C:4]2[C:5]([N:13]3[CH2:18][CH2:17][N:16]([C:19]([C:21]4[CH:26]=[CH:25][C:24](I)=[CH:23][CH:22]=4)=[O:20])[CH2:15][CH2:14]3)=[N:6][CH:7]=[C:8]([CH:10]3[CH2:12][CH2:11]3)[CH:9]=2)[CH2:3][CH2:2]1.[C:28]([N:31]1[CH2:35][CH2:34][NH:33][C:32]1=[O:36])(=[O:30])[CH3:29]. (4) Given the product [F:1][C:2]1[CH:7]=[CH:6][C:5]([CH2:8][C:9]2[CH:18]=[C:17]3[C:12]([C:13]([OH:25])=[C:14]([C:20]([NH:35][NH:34][C:26]([C:27]4[CH:32]=[CH:31][CH:30]=[CH:29][CH:28]=4)=[O:33])=[O:21])[C:15](=[O:19])[NH:16]3)=[N:11][CH:10]=2)=[CH:4][CH:3]=1, predict the reactants needed to synthesize it. The reactants are: [F:1][C:2]1[CH:7]=[CH:6][C:5]([CH2:8][C:9]2[CH:18]=[C:17]3[C:12]([C:13]([OH:25])=[C:14]([C:20](OCC)=[O:21])[C:15](=[O:19])[NH:16]3)=[N:11][CH:10]=2)=[CH:4][CH:3]=1.[C:26]([NH:34][NH2:35])(=[O:33])[C:27]1[CH:32]=[CH:31][CH:30]=[CH:29][CH:28]=1. (5) Given the product [CH3:10][O:9][C:7]1[CH:8]=[C:3]([O:2][CH3:1])[CH:4]=[C:5]2[C:6]=1[C:18](=[O:19])[CH:13]=[CH:12][NH:11]2, predict the reactants needed to synthesize it. The reactants are: [CH3:1][O:2][C:3]1[CH:4]=[C:5]([NH:11][CH:12]=[C:13]2[C:18](=[O:19])OC(C)(C)OC2=O)[CH:6]=[C:7]([O:9][CH3:10])[CH:8]=1.CCCCCC. (6) Given the product [NH2:21][CH2:20][C@@H:4]1[O:3][C:2](=[O:1])[N:6]([C:7]2[CH:12]=[CH:11][C:10]([N:13]3[CH2:18][CH2:17][O:16][CH2:15][C:14]3=[O:19])=[CH:9][CH:8]=2)[CH2:5]1, predict the reactants needed to synthesize it. The reactants are: [O:1]=[C:2]1[N:6]([C:7]2[CH:12]=[CH:11][C:10]([N:13]3[CH2:18][CH2:17][O:16][CH2:15][C:14]3=[O:19])=[CH:9][CH:8]=2)[CH2:5][C@H:4]([CH2:20][N:21]2C(=O)C3C(=CC=CC=3)C2=O)[O:3]1.CN. (7) Given the product [C:28]([O:27][C:25]([NH:7][C@@:6]([C:11]([OH:12])=[O:10])([CH2:3][CH:4]=[CH2:5])[CH2:32][CH:33]1[CH2:34][CH2:35][N:36]([C:39]([O:41][CH2:42][CH2:43][Si:44]([CH3:45])([CH3:47])[CH3:46])=[O:40])[CH2:37][CH2:38]1)=[O:26])([CH3:31])([CH3:29])[CH3:30], predict the reactants needed to synthesize it. The reactants are: N.[Na].[CH2:3]([C@:6]1([CH2:32][CH:33]2[CH2:38][CH2:37][N:36]([C:39]([O:41][CH2:42][CH2:43][Si:44]([CH3:47])([CH3:46])[CH3:45])=[O:40])[CH2:35][CH2:34]2)[C:11](=[O:12])[O:10][C@H](C2C=CC=CC=2)[C@H](C2C=CC=CC=2)[N:7]1[C:25]([O:27][C:28]([CH3:31])([CH3:30])[CH3:29])=[O:26])[CH:4]=[CH2:5].[Cl-].[NH4+].